This data is from Reaction yield outcomes from USPTO patents with 853,638 reactions. The task is: Predict the reaction yield, written as a fraction of the theoretical maximum amount of product (1.0 means a 100% yield; for example, 0.34 means a 34% yield). The reactants are [N+:1]([C:4]1[C:5]([S:10]([NH2:13])(=[O:12])=[O:11])=[N:6][CH:7]=[CH:8][CH:9]=1)([O-])=O.[Cl-].[NH4+].C(OCC)(=O)C. The catalyst is C(O)C.[Fe]. The product is [NH2:1][C:4]1[C:5]([S:10]([NH2:13])(=[O:12])=[O:11])=[N:6][CH:7]=[CH:8][CH:9]=1. The yield is 0.760.